Dataset: Full USPTO retrosynthesis dataset with 1.9M reactions from patents (1976-2016). Task: Predict the reactants needed to synthesize the given product. (1) Given the product [CH:11]([N:8]1[C:6]2[N:7]=[C:2]([C:34]3[CH2:33][C:32]([CH3:40])([CH3:39])[NH:31][C:30]([CH3:41])([CH3:29])[CH:35]=3)[CH:3]=[C:4]([C:14]([NH:16][CH2:17][C:18]3[C:19](=[O:28])[NH:20][C:21]([CH3:27])=[CH:22][C:23]=3[CH2:24][O:25][CH3:26])=[O:15])[C:5]=2[CH:10]=[N:9]1)([CH3:13])[CH3:12], predict the reactants needed to synthesize it. The reactants are: Br[C:2]1[CH:3]=[C:4]([C:14]([NH:16][CH2:17][C:18]2[C:19](=[O:28])[NH:20][C:21]([CH3:27])=[CH:22][C:23]=2[CH2:24][O:25][CH3:26])=[O:15])[C:5]2[CH:10]=[N:9][N:8]([CH:11]([CH3:13])[CH3:12])[C:6]=2[N:7]=1.[CH3:29][C:30]1([CH3:41])[CH2:35][C:34](B(O)O)=[CH:33][C:32]([CH3:40])([CH3:39])[NH:31]1.C([O-])([O-])=O.[Na+].[Na+]. (2) The reactants are: [NH2:1][C:2]1[N:7]([CH3:8])[C:6](=[O:9])[NH:5][C:4](=[O:10])[C:3]=1[NH:11][CH:12]=O.[OH-].[Na+]. Given the product [CH3:8][N:7]1[C:2]2[N:1]=[CH:12][NH:11][C:3]=2[C:4](=[O:10])[NH:5][C:6]1=[O:9], predict the reactants needed to synthesize it.